From a dataset of Forward reaction prediction with 1.9M reactions from USPTO patents (1976-2016). Predict the product of the given reaction. The product is: [NH2:4][C:5]1[N:9]([C@@H:10]2[CH2:15][CH2:14][CH2:13][NH:12][CH2:11]2)[N:8]=[C:7]([C:26]2[CH:27]=[CH:28][C:29]([O:32][C:33]3[C:38]([F:39])=[CH:37][C:36]([Cl:40])=[CH:35][N:34]=3)=[CH:30][CH:31]=2)[C:6]=1[C:41]([NH2:42])=[O:43]. Given the reactants C([NH:4][C:5]1[N:9]([C@@H:10]2[CH2:15][CH2:14][CH2:13][N:12](C(OCC3C=CC=CC=3)=O)[CH2:11]2)[N:8]=[C:7]([C:26]2[CH:31]=[CH:30][C:29]([O:32][C:33]3[C:38]([F:39])=[CH:37][C:36]([Cl:40])=[CH:35][N:34]=3)=[CH:28][CH:27]=2)[C:6]=1[C:41]#[N:42])(=O)C.[OH-:43].[NH4+], predict the reaction product.